This data is from Cav3 T-type calcium channel HTS with 100,875 compounds. The task is: Binary Classification. Given a drug SMILES string, predict its activity (active/inactive) in a high-throughput screening assay against a specified biological target. (1) The drug is O1C(CCC1)CN(CC(=O)NCc1ccccc1)C(=O)CCC(=O)Nc1ncccc1. The result is 0 (inactive). (2) The compound is s1c(N2CCN(CC2)Cc2n(nnn2)Cc2sccc2)nc2c1cccc2. The result is 0 (inactive).